Dataset: Full USPTO retrosynthesis dataset with 1.9M reactions from patents (1976-2016). Task: Predict the reactants needed to synthesize the given product. (1) Given the product [C:14]([O:17][CH2:18][C:19]([CH3:47])([CH3:48])[CH2:20][N:21]1[C:27]2[CH:28]=[CH:29][C:30]([Cl:32])=[CH:31][C:26]=2[C@@H:25]([C:33]2[CH:38]=[CH:37][CH:36]=[C:35]([O:39][CH3:40])[C:34]=2[O:41][CH3:42])[O:24][C@H:23]([CH2:43][CH2:44][CH2:3][C:1]#[N:2])[C:22]1=[O:46])(=[O:16])[CH3:15], predict the reactants needed to synthesize it. The reactants are: [C:1]([CH2:3]P(=O)(OCC)OCC)#[N:2].[H-].[Na+].[C:14]([O:17][CH2:18][C:19]([CH3:48])([CH3:47])[CH2:20][N:21]1[C:27]2[CH:28]=[CH:29][C:30]([Cl:32])=[CH:31][C:26]=2[C@@H:25]([C:33]2[CH:38]=[CH:37][CH:36]=[C:35]([O:39][CH3:40])[C:34]=2[O:41][CH3:42])[O:24][C@H:23]([CH2:43][CH:44]=O)[C:22]1=[O:46])(=[O:16])[CH3:15].[Mg].C(N(CC)CC)C.C(Cl)(=O)C. (2) Given the product [C:17]([CH2:16][N:15]([CH:13]([C:8]1[CH:9]=[CH:10][CH:11]=[CH:12][C:7]=1[N+:4]([O-:6])=[O:5])[CH3:14])[C:25](=[O:26])[O:27][CH2:28][CH3:29])#[N:18], predict the reactants needed to synthesize it. The reactants are: C(#N)C.[N+:4]([C:7]1[CH:12]=[CH:11][CH:10]=[CH:9][C:8]=1[CH:13]([NH:15][CH2:16][C:17]#[N:18])[CH3:14])([O-:6])=[O:5].C([O-])(O)=O.[Na+].Cl[C:25]([O:27][CH2:28][CH3:29])=[O:26]. (3) Given the product [Br:1][C:2]1[CH:3]=[CH:4][CH:5]=[C:6]2[C:28]=1[C:9]1([CH2:14][CH2:13][N:12]([C:15]([NH:17][CH:18]3[CH:19]4[CH2:27][CH:23]5[CH2:22][CH:21]([CH2:26][CH:25]3[CH2:24]5)[CH2:20]4)=[O:16])[CH2:11][CH2:10]1)[CH2:8][CH:7]2[CH2:29][CH2:30][N:12]1[CH2:13][CH2:42][O:45][CH2:10][CH2:11]1, predict the reactants needed to synthesize it. The reactants are: [Br:1][C:2]1[CH:3]=[CH:4][CH:5]=[C:6]2[C:28]=1[C:9]1([CH2:14][CH2:13][N:12]([C:15]([NH:17][CH:18]3[CH:25]4[CH2:26][CH:21]5[CH2:22][CH:23]([CH2:27][CH:19]3[CH2:20]5)[CH2:24]4)=[O:16])[CH2:11][CH2:10]1)[CH2:8][CH:7]2[CH2:29][CH2:30]OS(C1C=CC(C)=CC=1)(=O)=O.[C:42]([O-:45])([O-])=O.[K+].[K+].[Na+].[I-]. (4) Given the product [CH3:11][CH:10]([NH:12][C:13](=[O:15])[CH3:14])[CH2:9][C:6]1[CH:7]=[CH:8][C:3]([C:1]#[C:2][C:17]2[CH:22]=[CH:21][N:20]=[C:19]([S:23][CH3:24])[N:18]=2)=[CH:4][CH:5]=1, predict the reactants needed to synthesize it. The reactants are: [C:1]([C:3]1[CH:8]=[CH:7][C:6]([CH2:9][CH:10]([NH:12][C:13](=[O:15])[CH3:14])[CH3:11])=[CH:5][CH:4]=1)#[CH:2].I[C:17]1[CH:22]=[CH:21][N:20]=[C:19]([S:23][CH3:24])[N:18]=1. (5) Given the product [NH:1]1[CH2:7][C:5](=[O:6])[NH:4][C:2]1=[O:3].[NH2:1][C@@H:7]([C:5]([OH:19])=[O:6])[C@@H:9]([CH2:10][CH3:11])[CH3:14].[NH:1]1[CH2:7][C:5](=[O:6])[NH:4][C:2]1=[O:3].[NH2:1][C@H:7]([C:5]([OH:31])=[O:6])[C@@H:9]([CH2:10][CH3:11])[CH3:14].[NH2:1][C@H:7]([C:5]([OH:35])=[O:6])[C@H:9]([CH2:10][CH3:11])[CH3:14], predict the reactants needed to synthesize it. The reactants are: [NH:1]1[CH2:7][C:5](=[O:6])[NH:4][C:2]1=[O:3].N[C@@H:9]([C:14](O)=O)[C@@H:10](CC)[CH3:11].N1CC(=O)NC1=[O:19].N[C@H](C(O)=[O:31])[C@@H](CC)C.N1CC(=O)NC1=[O:35].N[C@@H](C(O)=O)[C@@H](CC)C.C(N[C@@H](C(O)=O)[C@@H](CC)C)(=O)N.C(N[C@@H](C(O)=O)[C@H](CC)C)(=O)N.N[C@H](C(O)=O)[C@@H](CC)C. (6) Given the product [C:25]([O:24][C:22](=[O:23])[NH:21][CH2:20][C:16]1[CH:17]=[CH:18][CH:19]=[C:14]([CH:11]2[CH2:12][CH2:13][NH:8][CH2:9][CH2:10]2)[CH:15]=1)([CH3:28])([CH3:26])[CH3:27], predict the reactants needed to synthesize it. The reactants are: C[Si](C)(C)CCOC([N:8]1[CH2:13][CH2:12][CH:11]([C:14]2[CH:19]=[CH:18][CH:17]=[C:16]([CH2:20][NH:21][C:22]([O:24][C:25]([CH3:28])([CH3:27])[CH3:26])=[O:23])[CH:15]=2)[CH2:10][CH2:9]1)=O.O1CCCC1.[F-].C([N+](CCCC)(CCCC)CCCC)CCC. (7) Given the product [CH:6]1([NH:12][C:13]2[CH:22]=[C:21]3[C:16]([C:17](=[O:50])[N:18]([CH2:29][C:30]([N:32]([CH2:33][C:34]([OH:36])=[O:35])[CH2:39][C:40]([O:42][CH2:43][CH3:44])=[O:41])=[O:31])[C:19](=[O:28])[N:20]3[CH:23]3[CH2:27][CH2:26][CH2:25][CH2:24]3)=[CH:15][C:14]=2[F:51])[CH2:7][CH2:8][CH2:9][CH2:10][CH2:11]1, predict the reactants needed to synthesize it. The reactants are: C1COCC1.[CH:6]1([NH:12][C:13]2[CH:22]=[C:21]3[C:16]([C:17](=[O:50])[N:18]([CH2:29][C:30]([N:32]([CH2:39][C:40]([O:42][CH2:43][C:44]4C=CC=CC=4)=[O:41])[CH2:33][C:34]([O:36]CC)=[O:35])=[O:31])[C:19](=[O:28])[N:20]3[CH:23]3[CH2:27][CH2:26][CH2:25][CH2:24]3)=[CH:15][C:14]=2[F:51])[CH2:11][CH2:10][CH2:9][CH2:8][CH2:7]1. (8) Given the product [Cl:21][C:10]1[CH:9]=[C:8]([C:5]2[CH:6]=[CH:7][C:2]([Cl:1])=[CH:3][CH:4]=2)[CH:13]=[C:12]([C:14]([F:17])([F:16])[F:15])[N:11]=1, predict the reactants needed to synthesize it. The reactants are: [Cl:1][C:2]1[CH:7]=[CH:6][C:5]([C:8]2[CH:13]=[C:12]([C:14]([F:17])([F:16])[F:15])[NH:11][C:10](=O)[CH:9]=2)=[CH:4][CH:3]=1.P(Cl)(Cl)([Cl:21])=O. (9) Given the product [OH:11][C@H:12]1[C:16]2[N:17]=[CH:18][N:19]=[C:20]([N:21]3[CH2:26][CH2:25][N:24]([C:27]([O:29][C:30]([CH3:33])([CH3:32])[CH3:31])=[O:28])[CH2:23][CH2:22]3)[C:15]=2[C@H:14]([CH3:34])[CH2:13]1, predict the reactants needed to synthesize it. The reactants are: O.[OH-].[Li+].BrC1C=CC(C([O:11][C@H:12]2[C:16]3[N:17]=[CH:18][N:19]=[C:20]([N:21]4[CH2:26][CH2:25][N:24]([C:27]([O:29][C:30]([CH3:33])([CH3:32])[CH3:31])=[O:28])[CH2:23][CH2:22]4)[C:15]=3[C@H:14]([CH3:34])[CH2:13]2)=O)=CC=1.O. (10) Given the product [C:6]([C:7]1[CH:12]=[CH:11][CH:10]=[CH:9][C:8]=1[NH:13][C:14]([NH2:16])=[O:15])#[CH:5], predict the reactants needed to synthesize it. The reactants are: C[Si]([C:5]#[C:6][C:7]1[CH:12]=[CH:11][CH:10]=[CH:9][C:8]=1[NH:13][C:14]([NH2:16])=[O:15])(C)C.C(=O)([O-])[O-].[K+].[K+].C(Cl)Cl.CO.C(Cl)Cl.